This data is from NCI-60 drug combinations with 297,098 pairs across 59 cell lines. The task is: Regression. Given two drug SMILES strings and cell line genomic features, predict the synergy score measuring deviation from expected non-interaction effect. (1) Drug 1: CC1=C(C=C(C=C1)NC2=NC=CC(=N2)N(C)C3=CC4=NN(C(=C4C=C3)C)C)S(=O)(=O)N.Cl. Drug 2: C1=NC2=C(N1)C(=S)N=C(N2)N. Cell line: M14. Synergy scores: CSS=39.4, Synergy_ZIP=0.625, Synergy_Bliss=2.18, Synergy_Loewe=-16.2, Synergy_HSA=-0.421. (2) Drug 1: C1=C(C(=O)NC(=O)N1)N(CCCl)CCCl. Drug 2: CN(CC1=CN=C2C(=N1)C(=NC(=N2)N)N)C3=CC=C(C=C3)C(=O)NC(CCC(=O)O)C(=O)O. Cell line: COLO 205. Synergy scores: CSS=49.1, Synergy_ZIP=-1.40, Synergy_Bliss=-1.03, Synergy_Loewe=0.282, Synergy_HSA=3.08.